Task: Regression. Given two drug SMILES strings and cell line genomic features, predict the synergy score measuring deviation from expected non-interaction effect.. Dataset: NCI-60 drug combinations with 297,098 pairs across 59 cell lines (1) Drug 1: CCC1=CC2CC(C3=C(CN(C2)C1)C4=CC=CC=C4N3)(C5=C(C=C6C(=C5)C78CCN9C7C(C=CC9)(C(C(C8N6C)(C(=O)OC)O)OC(=O)C)CC)OC)C(=O)OC.C(C(C(=O)O)O)(C(=O)O)O. Drug 2: C(=O)(N)NO. Cell line: U251. Synergy scores: CSS=15.1, Synergy_ZIP=-3.29, Synergy_Bliss=-3.54, Synergy_Loewe=-2.83, Synergy_HSA=-1.11. (2) Drug 1: CC1C(C(=O)NC(C(=O)N2CCCC2C(=O)N(CC(=O)N(C(C(=O)O1)C(C)C)C)C)C(C)C)NC(=O)C3=C4C(=C(C=C3)C)OC5=C(C(=O)C(=C(C5=N4)C(=O)NC6C(OC(=O)C(N(C(=O)CN(C(=O)C7CCCN7C(=O)C(NC6=O)C(C)C)C)C)C(C)C)C)N)C. Drug 2: CCCCCOC(=O)NC1=NC(=O)N(C=C1F)C2C(C(C(O2)C)O)O. Cell line: K-562. Synergy scores: CSS=11.1, Synergy_ZIP=-3.17, Synergy_Bliss=-4.03, Synergy_Loewe=2.56, Synergy_HSA=-0.149.